From a dataset of Forward reaction prediction with 1.9M reactions from USPTO patents (1976-2016). Predict the product of the given reaction. (1) Given the reactants Br[C:2]1[N:3]([C:8]2[CH:13]=[C:12]([O:14][CH3:15])[CH:11]=[C:10]([O:16][CH3:17])[C:9]=2[N+:18]([O-:20])=[O:19])[CH:4]=[C:5]([CH3:7])[N:6]=1.[CH3:21][C:22]1[CH:27]=[CH:26][N:25]=[CH:24][C:23]=1B(O)O.C([O-])([O-])=O.[K+].[K+], predict the reaction product. The product is: [CH3:17][O:16][C:10]1[C:9]([N+:18]([O-:20])=[O:19])=[C:8]([N:3]2[CH:4]=[C:5]([CH3:7])[N:6]=[C:2]2[C:23]2[CH:24]=[N:25][CH:26]=[CH:27][C:22]=2[CH3:21])[CH:13]=[C:12]([O:14][CH3:15])[CH:11]=1. (2) Given the reactants Br[CH2:2][C:3]1[O:7][C:6]([C:8]2[CH:13]=[CH:12][C:11]([N+:14]([O-:16])=[O:15])=[CH:10][CH:9]=2)=[N:5][CH:4]=1.[NH:17]1[CH2:22][CH2:21][CH2:20][CH2:19][CH2:18]1, predict the reaction product. The product is: [N+:14]([C:11]1[CH:12]=[CH:13][C:8]([C:6]2[O:7][C:3]([CH2:2][N:17]3[CH2:22][CH2:21][CH2:20][CH2:19][CH2:18]3)=[CH:4][N:5]=2)=[CH:9][CH:10]=1)([O-:16])=[O:15].